From a dataset of Full USPTO retrosynthesis dataset with 1.9M reactions from patents (1976-2016). Predict the reactants needed to synthesize the given product. The reactants are: [NH2:1][C:2]1[C:7]2[N:8]([CH3:15])[CH2:9][CH2:10][N:11]([CH3:14])[C:12](=[O:13])[C:6]=2[CH:5]=[CH:4][CH:3]=1.Cl[C:17]1[N:22]=[C:21]([NH:23][C:24]2[CH:33]=[CH:32][CH:31]=[CH:30][C:25]=2[C:26]([NH:28][CH3:29])=[O:27])[C:20]([Cl:34])=[CH:19][N:18]=1.Cl. Given the product [Cl:34][C:20]1[C:21]([NH:23][C:24]2[CH:33]=[CH:32][CH:31]=[CH:30][C:25]=2[C:26]([NH:28][CH3:29])=[O:27])=[N:22][C:17]([NH:1][C:2]2[C:7]3[N:8]([CH3:15])[CH2:9][CH2:10][N:11]([CH3:14])[C:12](=[O:13])[C:6]=3[CH:5]=[CH:4][CH:3]=2)=[N:18][CH:19]=1, predict the reactants needed to synthesize it.